From a dataset of Full USPTO retrosynthesis dataset with 1.9M reactions from patents (1976-2016). Predict the reactants needed to synthesize the given product. (1) Given the product [Cl:1][C:2]1[CH:10]=[C:9]2[C:5]([C:6]([C:12]([OH:17])=[O:18])=[C:7]([CH3:11])[NH:8]2)=[CH:4][CH:3]=1, predict the reactants needed to synthesize it. The reactants are: [Cl:1][C:2]1[CH:10]=[C:9]2[C:5]([C:6]([C:12](=[O:17])C(F)(F)F)=[C:7]([CH3:11])[NH:8]2)=[CH:4][CH:3]=1.[OH-:18].[Na+]. (2) Given the product [CH3:3][N:2]([CH2:4][C:5]1[N:6]=[C:7]2[CH:12]=[CH:11][C:10]([C:13]3[NH:14][C:15](=[O:25])[C:16]([C:17]([OH:19])=[O:18])=[CH:21][C:22]=3[CH2:23][CH3:24])=[CH:9][N:8]2[CH:27]=1)[CH3:1], predict the reactants needed to synthesize it. The reactants are: [CH3:1][N:2]([CH2:4][C:5]1[N:6]=[C:7]2[CH:12]=[CH:11][C:10]([C:13]3[C:22]([CH2:23][CH3:24])=[CH:21][C:16]([C:17]([O:19]C)=[O:18])=[C:15]([O:25]C)[N:14]=3)=[CH:9][N:8]2[CH:27]=1)[CH3:3].Cl. (3) Given the product [O:1]1[C:5]2[CH:6]=[CH:7][CH:8]=[CH:9][C:4]=2[N:3]=[C:2]1[NH:10][C:11]([CH:13]([C:22]1[CH:23]=[CH:24][C:25]([C:26]([NH:66][CH2:65][CH2:64][N:63]([CH3:67])[CH3:62])=[O:28])=[CH:29][CH:30]=1)[CH2:14][C:15]1[CH:16]=[CH:17][C:18]([F:21])=[CH:19][CH:20]=1)=[O:12], predict the reactants needed to synthesize it. The reactants are: [O:1]1[C:5]2[CH:6]=[CH:7][CH:8]=[CH:9][C:4]=2[N:3]=[C:2]1[NH:10][C:11]([CH:13]([C:22]1[CH:30]=[CH:29][C:25]([C:26]([OH:28])=O)=[CH:24][CH:23]=1)[CH2:14][C:15]1[CH:20]=[CH:19][C:18]([F:21])=[CH:17][CH:16]=1)=[O:12].C1C=NC2N(O)N=NC=2C=1.CCN=C=NCCCN(C)C.Cl.CCN(C(C)C)C(C)C.[CH3:62][N:63]([CH3:67])[CH2:64][CH2:65][NH2:66]. (4) Given the product [CH2:22]([N:29]1[CH2:5][CH:4]2[CH2:12][CH:7]([C:8]3[CH:9]=[CH:10][CH:11]=[C:2]([I:1])[C:3]=32)[CH2:6]1)[C:23]1[CH:28]=[CH:27][CH:26]=[CH:25][CH:24]=1, predict the reactants needed to synthesize it. The reactants are: [I:1][C:2]1[CH:11]=[CH:10][CH:9]=[C:8]2[C:3]=1[CH:4]1[CH2:12][CH:7]2[CH:6](O)[CH:5]1O.O.I([O-])(=O)(=O)=O.[Na+].[CH2:22]([NH2:29])[C:23]1[CH:28]=[CH:27][CH:26]=[CH:25][CH:24]=1.